Dataset: Forward reaction prediction with 1.9M reactions from USPTO patents (1976-2016). Task: Predict the product of the given reaction. (1) The product is: [CH2:1]([C:3]1[N:7]([C:8]2[N:16]=[C:15]3[C:11]([N:12]=[C:13]([I:44])[N:14]3[CH3:17])=[C:10]([N:18]3[CH2:23][CH2:22][O:21][CH2:20][CH2:19]3)[N:9]=2)[C:6]2[CH:24]=[CH:25][CH:26]=[CH:27][C:5]=2[N:4]=1)[CH3:2]. Given the reactants [CH2:1]([C:3]1[N:7]([C:8]2[N:16]=[C:15]3[C:11]([N:12]=[CH:13][N:14]3[CH3:17])=[C:10]([N:18]3[CH2:23][CH2:22][O:21][CH2:20][CH2:19]3)[N:9]=2)[C:6]2[CH:24]=[CH:25][CH:26]=[CH:27][C:5]=2[N:4]=1)[CH3:2].CN(CCN(C)C)C.[Li]CCCC.ClCC[I:44], predict the reaction product. (2) Given the reactants [CH3:1][C:2]1[CH:3]=[C:4]([C:21]2[CH:26]=[CH:25][CH:24]=[CH:23][CH:22]=2)[CH:5]=[C:6]([CH3:20])[C:7]=1[CH:8]1[C:16](=[O:17])[CH:15]2[CH:10]([CH:11]3[O:18][CH:14]2[CH2:13][CH2:12]3)[C:9]1=[O:19].C(N(CC)CC)C.[C:34](Cl)(=[O:39])[C:35]([CH3:38])([CH3:37])[CH3:36], predict the reaction product. The product is: [CH3:36][C:35]([CH3:38])([CH3:37])[C:34]([O:19][C:9]1[CH:10]2[CH:15]([C:16](=[O:17])[C:8]=1[C:7]1[C:2]([CH3:1])=[CH:3][C:4]([C:21]3[CH:26]=[CH:25][CH:24]=[CH:23][CH:22]=3)=[CH:5][C:6]=1[CH3:20])[CH:14]1[O:18][CH:11]2[CH2:12][CH2:13]1)=[O:39].